This data is from Forward reaction prediction with 1.9M reactions from USPTO patents (1976-2016). The task is: Predict the product of the given reaction. (1) Given the reactants C1(C=[N:8][CH2:9][CH:10]2[CH2:15][CH2:14][NH:13][CH2:12][CH2:11]2)C=CC=CC=1.Br[CH2:17][CH2:18][C:19]1[CH:24]=[CH:23][C:22]([O:25][CH3:26])=[CH:21][CH:20]=1.C(=O)([O-])[O-].[K+].[K+], predict the reaction product. The product is: [CH3:26][O:25][C:22]1[CH:23]=[CH:24][C:19]([CH2:18][CH2:17][N:13]2[CH2:12][CH2:11][CH:10]([CH2:9][NH2:8])[CH2:15][CH2:14]2)=[CH:20][CH:21]=1. (2) Given the reactants [F:1][C:2]1[CH:10]=[CH:9][C:5]([C:6](Cl)=[O:7])=[CH:4][CH:3]=1.[Cl:11][C:12]1[CH:18]=[CH:17][C:15]([NH2:16])=[CH:14][CH:13]=1.Cl, predict the reaction product. The product is: [Cl:11][C:12]1[CH:18]=[CH:17][C:15]([NH:16][C:6](=[O:7])[C:5]2[CH:9]=[CH:10][C:2]([F:1])=[CH:3][CH:4]=2)=[C:14]([C:6](=[O:7])[C:5]2[CH:9]=[CH:10][C:2]([F:1])=[CH:3][CH:4]=2)[CH:13]=1. (3) Given the reactants [Cl:1][C:2]1[CH:31]=[CH:30][C:5]([O:6][CH:7]2[CH2:10][N:9]([CH2:11][CH2:12][C@H:13]([NH:16][C:17]([NH:19][C:20]3[CH:25]=[C:24](OC)[CH:23]=[C:22]([O:28][CH3:29])[CH:21]=3)=O)[CH2:14][OH:15])[CH2:8]2)=[CH:4][CH:3]=1.[N-]=C=O.[N-]=C=[S:37], predict the reaction product. The product is: [Cl:1][C:2]1[CH:31]=[CH:30][C:5]([O:6][CH:7]2[CH2:10][N:9]([CH2:11][CH2:12][C@H:13]([NH:16][C:17]([NH:19][C:20]3[CH:25]=[CH:24][CH:23]=[C:22]([O:28][CH3:29])[CH:21]=3)=[S:37])[CH2:14][OH:15])[CH2:8]2)=[CH:4][CH:3]=1. (4) Given the reactants [C:1]([O:5][C:6]([N:8]1[CH2:11][C:10]([CH2:13][O:14][C:15]2[C:23]([Cl:24])=[CH:22][C:18]([C:19]([OH:21])=[O:20])=[C:17]([F:25])[CH:16]=2)([F:12])[CH2:9]1)=[O:7])([CH3:4])([CH3:3])[CH3:2].C(=O)([O-])[O-].[K+].[K+].I[CH2:33][CH3:34], predict the reaction product. The product is: [Cl:24][C:23]1[CH:22]=[C:18]([C:19]([O:21][CH2:33][CH3:34])=[O:20])[C:17]([F:25])=[CH:16][C:15]=1[O:14][CH2:13][C:10]1([F:12])[CH2:9][N:8]([C:6]([O:5][C:1]([CH3:4])([CH3:2])[CH3:3])=[O:7])[CH2:11]1. (5) Given the reactants [C:1]([C:3]1[CH:11]=[CH:10][C:6]([C:7]([OH:9])=O)=[CH:5][CH:4]=1)#[N:2].[F:12][C:13]1[CH:18]=[CH:17][C:16]([CH:19]([C:23]2[CH:28]=[CH:27][C:26]([F:29])=[CH:25][CH:24]=2)[CH2:20][CH2:21][NH2:22])=[CH:15][CH:14]=1, predict the reaction product. The product is: [F:12][C:13]1[CH:18]=[CH:17][C:16]([CH:19]([C:23]2[CH:24]=[CH:25][C:26]([F:29])=[CH:27][CH:28]=2)[CH2:20][CH2:21][NH:22][C:7](=[O:9])[C:6]2[CH:5]=[CH:4][C:3]([C:1]#[N:2])=[CH:11][CH:10]=2)=[CH:15][CH:14]=1. (6) The product is: [OH:13][CH:12]([CH3:14])[CH2:11][C:9]1[CH:8]=[CH:7][C:4]([C:5]#[N:6])=[C:3]([O:2][CH3:1])[CH:10]=1. Given the reactants [CH3:1][O:2][C:3]1[CH:10]=[C:9]([CH2:11][CH:12]=[O:13])[CH:8]=[CH:7][C:4]=1[C:5]#[N:6].[CH3:14][Mg]Br, predict the reaction product.